Dataset: Full USPTO retrosynthesis dataset with 1.9M reactions from patents (1976-2016). Task: Predict the reactants needed to synthesize the given product. (1) Given the product [NH2:22][CH2:21][CH2:20][CH2:19][C@@H:15]1[N:14]2[C:10]3[C:9]4[C:4](=[CH:5][CH:6]=[CH:7][CH:8]=4)[N:3]=[C:2]([NH2:1])[C:11]=3[N:12]=[C:13]2[CH2:18][O:17][CH2:16]1, predict the reactants needed to synthesize it. The reactants are: [NH2:1][C:2]1[C:11]2[N:12]=[C:13]3[CH2:18][O:17][CH2:16][C@H:15]([CH2:19][CH2:20][CH2:21][NH:22]C(=O)OC(C)(C)C)[N:14]3[C:10]=2[C:9]2[C:4](=[CH:5][CH:6]=[CH:7][CH:8]=2)[N:3]=1.Cl. (2) Given the product [F:11][C:12]1[CH:17]=[CH:16][C:15]([C:2]2[CH:3]=[CH:4][CH:5]=[C:6]3[C:10]=2[NH:9][CH:8]=[CH:7]3)=[CH:14][CH:13]=1, predict the reactants needed to synthesize it. The reactants are: Br[C:2]1[CH:3]=[CH:4][CH:5]=[C:6]2[C:10]=1[NH:9][CH:8]=[CH:7]2.[F:11][C:12]1[CH:17]=[CH:16][C:15](B(O)O)=[CH:14][CH:13]=1.C(=O)([O-])[O-].[Na+].[Na+]. (3) Given the product [CH3:34][N:35]1[CH2:40][CH2:39][N:38]([C:22]([O:19][CH2:18][CH:17]=[C:16]([CH3:20])[CH2:15][CH2:14][CH:13]=[C:12]([CH3:21])[CH2:11][CH2:1][CH:2]=[C:3]([CH3:4])[CH2:5][CH2:6][CH:7]=[C:8]([CH3:10])[CH3:9])=[O:23])[CH2:37][CH2:36]1, predict the reactants needed to synthesize it. The reactants are: [CH2:1]([CH2:11]/[C:12](/[CH3:21])=[CH:13]/[CH2:14][CH2:15]/[C:16](/[CH3:20])=[CH:17]/[CH2:18][OH:19])/[CH:2]=[C:3](/[CH2:5][CH2:6][CH:7]=[C:8]([CH3:10])[CH3:9])\[CH3:4].[C:22](N1C=CN=C1)(N1C=CN=C1)=[O:23].[CH3:34][N:35]1[CH2:40][CH2:39][NH:38][CH2:37][CH2:36]1. (4) Given the product [CH2:16]([O:23][CH2:24][C@H:25]1[CH2:26][O:27][CH2:28][C:29](=[O:31])[N:30]1[C:9]([O:11][C:12]([CH3:13])([CH3:14])[CH3:15])=[O:10])[C:17]1[CH:18]=[CH:19][CH:20]=[CH:21][CH:22]=1, predict the reactants needed to synthesize it. The reactants are: [C:9](O[C:9]([O:11][C:12]([CH3:15])([CH3:14])[CH3:13])=[O:10])([O:11][C:12]([CH3:15])([CH3:14])[CH3:13])=[O:10].[CH2:16]([O:23][CH2:24][C@@H:25]1[NH:30][C:29](=[O:31])[CH2:28][O:27][CH2:26]1)[C:17]1[CH:22]=[CH:21][CH:20]=[CH:19][CH:18]=1.C(OCC)(=O)C. (5) Given the product [CH:35]1([N:25]([CH2:26][C:27]2[CH:32]=[CH:31][CH:30]=[C:29]([Cl:33])[C:28]=2[Cl:34])[C:24]([C:13]2[CH:14]3[NH:16][CH:10]([CH2:11][C:12]=2[C:39]2[O:43][N:42]=[C:41]([CH2:44][CH2:45][CH2:46][O:47][C:48]4[C:53]([F:54])=[CH:52][CH:51]=[C:50]([Cl:55])[C:49]=4[F:56])[CH:40]=2)[CH2:9][NH:8][CH2:15]3)=[O:38])[CH2:37][CH2:36]1, predict the reactants needed to synthesize it. The reactants are: C(OC([N:8]1[CH2:15][CH:14]2[N:16](C(OC(C)(C)C)=O)[CH:10]([CH2:11][C:12]([C:39]3[O:43][N:42]=[C:41]([CH2:44][CH2:45][CH2:46][O:47][C:48]4[C:53]([F:54])=[CH:52][CH:51]=[C:50]([Cl:55])[C:49]=4[F:56])[CH:40]=3)=[C:13]2[C:24](=[O:38])[N:25]([CH:35]2[CH2:37][CH2:36]2)[CH2:26][C:27]2[CH:32]=[CH:31][CH:30]=[C:29]([Cl:33])[C:28]=2[Cl:34])[CH2:9]1)=O)(C)(C)C.ClC(Cl)(Cl)C(NC(=O)[O-])(C)C. (6) Given the product [CH2:1]([NH:3][C:4]([NH:6][C:7]1[CH:8]=[CH:9][C:10]([C:13]2[N:14]=[C:15]([N:23]3[CH2:24][CH2:25][O:26][CH2:27][CH2:28]3)[C:16]3[CH2:22][CH2:21][N:20]([C:29](=[O:34])[C:30]([CH3:33])([CH3:32])[CH3:31])[CH2:19][C:17]=3[N:18]=2)=[CH:11][CH:12]=1)=[O:5])[CH3:2], predict the reactants needed to synthesize it. The reactants are: [CH2:1]([NH:3][C:4]([NH:6][C:7]1[CH:12]=[CH:11][C:10]([C:13]2[N:14]=[C:15]([N:23]3[CH2:28][CH2:27][O:26][CH2:25][CH2:24]3)[C:16]3[CH2:22][CH2:21][NH:20][CH2:19][C:17]=3[N:18]=2)=[CH:9][CH:8]=1)=[O:5])[CH3:2].[C:29](Cl)(=[O:34])[C:30]([CH3:33])([CH3:32])[CH3:31].